Dataset: Aqueous solubility values for 9,982 compounds from the AqSolDB database. Task: Regression/Classification. Given a drug SMILES string, predict its absorption, distribution, metabolism, or excretion properties. Task type varies by dataset: regression for continuous measurements (e.g., permeability, clearance, half-life) or binary classification for categorical outcomes (e.g., BBB penetration, CYP inhibition). For this dataset (solubility_aqsoldb), we predict Y. (1) The compound is O=C1CCCO1. The Y is 1.07 log mol/L. (2) The compound is CCCCOCC. The Y is -1.55 log mol/L. (3) The compound is O=C1C=CC(=O)O1. The Y is 0.618 log mol/L.